From a dataset of Full USPTO retrosynthesis dataset with 1.9M reactions from patents (1976-2016). Predict the reactants needed to synthesize the given product. (1) Given the product [CH3:2][O:3][C:4]1[CH:5]=[CH:6][C:7]([CH2:8][C@@H:9]([C:11]([O:13][CH3:14])=[O:12])[NH:10][C:24](=[O:33])[CH:25]=[CH:26][C:27]2[CH:32]=[CH:31][CH:30]=[CH:29][CH:28]=2)=[CH:15][CH:16]=1, predict the reactants needed to synthesize it. The reactants are: Cl.[CH3:2][O:3][C:4]1[CH:16]=[CH:15][C:7]([CH2:8][C@@H:9]([C:11]([O:13][CH3:14])=[O:12])[NH2:10])=[CH:6][CH:5]=1.C(N(CC)CC)C.[C:24](O)(=[O:33])[CH:25]=[CH:26][C:27]1[CH:32]=[CH:31][CH:30]=[CH:29][CH:28]=1.CCN=C=NCCCN(C)C.Cl. (2) Given the product [C:1]([C:3]1[CH:8]=[CH:7][C:6]([N:9]([CH2:23][C:24]2[CH:29]=[CH:28][CH:27]=[CH:26][C:25]=2[C:30]([F:31])([F:32])[F:33])[C@H:10]2[CH2:14][CH2:13][N:12]([CH2:15][C:16]([OH:18])=[O:17])[CH2:11]2)=[CH:5][C:4]=1[C:34]([F:37])([F:36])[F:35])#[N:2], predict the reactants needed to synthesize it. The reactants are: [C:1]([C:3]1[CH:8]=[CH:7][C:6]([N:9]([CH2:23][C:24]2[CH:29]=[CH:28][CH:27]=[CH:26][C:25]=2[C:30]([F:33])([F:32])[F:31])[C@H:10]2[CH2:14][CH2:13][N:12]([CH2:15][C:16]([O:18]C(C)(C)C)=[O:17])[CH2:11]2)=[CH:5][C:4]=1[C:34]([F:37])([F:36])[F:35])#[N:2].C(O)(C(F)(F)F)=O. (3) Given the product [CH3:1][S:8][C:9]1[N:10]=[CH:11][C:12]2[CH:18]=[C:17]([C:19]3[CH:20]=[CH:21][CH:22]=[CH:23][CH:24]=3)[C:16]([C:44]3[CH:45]=[CH:46][C:41]([CH2:40][NH:39][C:37](=[O:38])[O:36][C:32]([CH3:33])([CH3:34])[CH3:35])=[CH:42][CH:43]=3)=[N:15][C:13]=2[N:14]=1, predict the reactants needed to synthesize it. The reactants are: [CH2:1]([S:8][C:9]1[N:10]=[CH:11][C:12]2[CH:18]=[C:17]([C:19]3[CH:24]=[CH:23][CH:22]=[CH:21][CH:20]=3)[C:16](Cl)=[N:15][C:13]=2[N:14]=1)C1C=CC=CC=1.C(=O)([O-])[O-].[Cs+].[Cs+].[C:32]([O:36][C:37]([NH:39][CH2:40][C:41]1[CH:46]=[CH:45][C:44](B(O)O)=[CH:43][CH:42]=1)=[O:38])([CH3:35])([CH3:34])[CH3:33].C(O)C. (4) Given the product [CH2:1]([C@:3]1([OH:11])[CH2:7][CH2:6][N:5]([C:13]2[CH:20]=[CH:19][C:16]([C:17]#[N:18])=[C:15]([O:21][CH3:22])[CH:14]=2)[C@H:4]1[CH:8]([CH3:10])[CH3:9])[CH3:2], predict the reactants needed to synthesize it. The reactants are: [CH2:1]([C@:3]1([OH:11])[CH2:7][CH2:6][NH:5][C@H:4]1[CH:8]([CH3:10])[CH3:9])[CH3:2].F[C:13]1[CH:20]=[CH:19][C:16]([C:17]#[N:18])=[C:15]([O:21][CH3:22])[CH:14]=1.C(=O)([O-])[O-].[Li+].[Li+]. (5) Given the product [ClH:1].[Br:22][C:19]1[CH:20]=[CH:21][C:16]([NH:15][C@H:12]2[CH2:13][CH2:14][NH:9][CH2:10][C@@H:11]2[OH:26])=[C:17]([N+:23]([O-:25])=[O:24])[CH:18]=1, predict the reactants needed to synthesize it. The reactants are: [ClH:1].C(OC([N:9]1[CH2:14][CH2:13][C@H:12]([NH:15][C:16]2[CH:21]=[CH:20][C:19]([Br:22])=[CH:18][C:17]=2[N+:23]([O-:25])=[O:24])[C@@H:11]([OH:26])[CH2:10]1)=O)(C)(C)C. (6) Given the product [CH3:12][N:14]1[CH2:27][CH2:26][C:17]2[NH:18][C:19]3[CH:20]=[CH:21][C:22]([CH3:25])=[CH:23][C:24]=3[C:16]=2[CH2:15]1, predict the reactants needed to synthesize it. The reactants are: [H-].[Al+3].[Li+].[H-].[H-].[H-].C(O[C:12]([N:14]1[CH2:27][CH2:26][C:17]2[NH:18][C:19]3[CH:20]=[CH:21][C:22]([CH3:25])=[CH:23][C:24]=3[C:16]=2[CH2:15]1)=O)(C)(C)C.O.O.O.O.O.O.O.O.O.O.S([O-])([O-])(=O)=O.[Na+].[Na+]. (7) Given the product [Cl:8][C:5]1[CH:6]=[CH:7][C:2]([NH:1][CH2:25][C:24]2[CH:27]=[CH:28][C:29]([O:31][CH3:32])=[CH:30][C:23]=2[O:22][CH3:21])=[C:3]([CH:9]([C:11]2[CH:16]=[CH:15][CH:14]=[C:13]([O:17][CH3:18])[C:12]=2[O:19][CH3:20])[OH:10])[CH:4]=1, predict the reactants needed to synthesize it. The reactants are: [NH2:1][C:2]1[CH:7]=[CH:6][C:5]([Cl:8])=[CH:4][C:3]=1[CH:9]([C:11]1[CH:16]=[CH:15][CH:14]=[C:13]([O:17][CH3:18])[C:12]=1[O:19][CH3:20])[OH:10].[CH3:21][O:22][C:23]1[CH:30]=[C:29]([O:31][CH3:32])[CH:28]=[CH:27][C:24]=1[CH:25]=O.C([BH3-])#N.[Na+]. (8) The reactants are: [OH:1][CH2:2][CH2:3][C:4]1([CH2:17][CH2:18][OH:19])[CH2:9][CH2:8][N:7]([C:10]([O:12][C:13]([CH3:16])([CH3:15])[CH3:14])=[O:11])[CH2:6][CH2:5]1.[CH3:20][S:21](Cl)(=[O:23])=[O:22].C(O)(=O)CC(CC(O)=O)(C(O)=O)O. Given the product [CH3:20][S:21]([O:1][CH2:2][CH2:3][C:4]1([CH2:17][CH2:18][O:19][S:21]([CH3:20])(=[O:23])=[O:22])[CH2:9][CH2:8][N:7]([C:10]([O:12][C:13]([CH3:15])([CH3:14])[CH3:16])=[O:11])[CH2:6][CH2:5]1)(=[O:23])=[O:22], predict the reactants needed to synthesize it. (9) The reactants are: CC1C=CC(S(O[CH2:12][CH2:13][CH2:14][C:15]2[C:23]3[C:18](=[CH:19][CH:20]=[C:21]([C:24]#[N:25])[CH:22]=3)[NH:17][CH:16]=2)(=O)=O)=CC=1.[N:26]1([C:32]2[N:37]=[C:36]([C:38]#[N:39])[CH:35]=[CH:34][N:33]=2)[CH2:31][CH2:30][NH:29][CH2:28][CH2:27]1.C(=O)([O-])[O-].[K+].[K+].[I-].[K+]. Given the product [C:38]([C:36]1[CH:35]=[CH:34][N:33]=[C:32]([N:26]2[CH2:27][CH2:28][N:29]([CH2:12][CH2:13][CH2:14][C:15]3[C:23]4[C:18](=[CH:19][CH:20]=[C:21]([C:24]#[N:25])[CH:22]=4)[NH:17][CH:16]=3)[CH2:30][CH2:31]2)[N:37]=1)#[N:39], predict the reactants needed to synthesize it. (10) Given the product [CH3:15][O:16][C:17]([C:19]1[S:20][C:21](/[CH:24]=[C:11](\[C:8]2[CH:9]=[CH:10][C:5]([C:1]([CH3:4])([CH3:2])[CH3:3])=[CH:6][CH:7]=2)/[C:12]([OH:14])=[O:13])=[CH:22][CH:23]=1)=[O:18], predict the reactants needed to synthesize it. The reactants are: [C:1]([C:5]1[CH:10]=[CH:9][C:8]([CH2:11][C:12]([OH:14])=[O:13])=[CH:7][CH:6]=1)([CH3:4])([CH3:3])[CH3:2].[CH3:15][O:16][C:17]([C:19]1[S:20][C:21]([CH:24]=O)=[CH:22][CH:23]=1)=[O:18].C(OC(=O)C)(=O)C.C(N(CC)CC)C.